Dataset: Full USPTO retrosynthesis dataset with 1.9M reactions from patents (1976-2016). Task: Predict the reactants needed to synthesize the given product. (1) Given the product [C:1]([N:8]1[CH2:13][CH:12]=[C:11]([C:29]([O:34][CH3:33])=[O:30])[CH2:10][CH2:9]1)([O:3][C:4]([CH3:7])([CH3:6])[CH3:5])=[O:2], predict the reactants needed to synthesize it. The reactants are: [C:1]([N:8]1[CH2:13][CH:12]=[C:11](OS(C(F)(F)F)(=O)=O)[CH2:10][CH2:9]1)([O:3][C:4]([CH3:7])([CH3:6])[CH3:5])=[O:2].C(N(CC)CC)C.[CH3:29][OH:30].CN(C)[CH:33]=[O:34]. (2) The reactants are: C([O:4][CH2:5][C:6]([N:8]1[CH2:13][CH2:12][CH:11]([CH:14]2[O:18][N:17]=[C:16]([C:19]3[CH:24]=[C:23]([C:25](=[O:37])[NH:26][CH2:27][C:28]4[CH:33]=[CH:32][C:31]([F:34])=[C:30]([O:35][CH3:36])[CH:29]=4)[N:22]=[C:21]([CH3:38])[N:20]=3)[CH2:15]2)[CH2:10][CH2:9]1)=[O:7])(=O)C.[OH-].[Na+]. Given the product [F:34][C:31]1[CH:32]=[CH:33][C:28]([CH2:27][NH:26][C:25]([C:23]2[CH:24]=[C:19]([C:16]3[CH2:15][CH:14]([CH:11]4[CH2:10][CH2:9][N:8]([C:6](=[O:7])[CH2:5][OH:4])[CH2:13][CH2:12]4)[O:18][N:17]=3)[N:20]=[C:21]([CH3:38])[N:22]=2)=[O:37])=[CH:29][C:30]=1[O:35][CH3:36], predict the reactants needed to synthesize it. (3) Given the product [F:25][C:22]1[CH:23]=[CH:24][C:19]([C:16]2[NH:15][C:14]([N:11]3[CH2:10][CH2:9][NH:8][CH2:13][CH2:12]3)=[N:18][CH:17]=2)=[CH:20][C:21]=1[C:26]([F:29])([F:27])[F:28], predict the reactants needed to synthesize it. The reactants are: C([N:8]1[CH2:13][CH2:12][N:11]([C:14]2[NH:15][C:16]([C:19]3[CH:24]=[CH:23][C:22]([F:25])=[C:21]([C:26]([F:29])([F:28])[F:27])[CH:20]=3)=[CH:17][N:18]=2)[CH2:10][CH2:9]1)C1C=CC=CC=1.[NH4+].C([O-])=O. (4) Given the product [Cl:20][C:17]1[CH:18]=[CH:19][C:14]([C:11]2[C:10]3[CH:21]=[CH:22][C:7]([O:6][CH2:5][CH2:4][CH2:3][CH2:2][N:24]([CH3:23])[CH2:25][CH2:26][OH:27])=[CH:8][C:9]=3[S:13][N:12]=2)=[CH:15][CH:16]=1, predict the reactants needed to synthesize it. The reactants are: Br[CH2:2][CH2:3][CH2:4][CH2:5][O:6][C:7]1[CH:22]=[CH:21][C:10]2[C:11]([C:14]3[CH:19]=[CH:18][C:17]([Cl:20])=[CH:16][CH:15]=3)=[N:12][S:13][C:9]=2[CH:8]=1.[CH3:23][NH:24][CH2:25][CH2:26][OH:27]. (5) Given the product [CH2:28]([N:35]1[C:43]2[C:38](=[CH:39][CH:40]=[CH:41][CH:42]=2)[C:37]([C:2]2[CH:3]=[C:4]([CH3:17])[C:5]([O:9][CH2:10][C:11]3[CH:16]=[CH:15][CH:14]=[CH:13][CH:12]=3)=[C:6]([CH3:8])[CH:7]=2)([OH:44])[C:36]1=[O:45])[C:29]1[CH:30]=[CH:31][CH:32]=[CH:33][CH:34]=1, predict the reactants needed to synthesize it. The reactants are: Br[C:2]1[CH:3]=[C:4]([CH3:17])[C:5]([O:9][CH2:10][C:11]2[CH:16]=[CH:15][CH:14]=[CH:13][CH:12]=2)=[C:6]([CH3:8])[CH:7]=1.C([Li])(C)(C)C.CCCCC.[CH2:28]([N:35]1[C:43]2[C:38](=[CH:39][CH:40]=[CH:41][CH:42]=2)[C:37](=[O:44])[C:36]1=[O:45])[C:29]1[CH:34]=[CH:33][CH:32]=[CH:31][CH:30]=1.